From a dataset of Peptide-MHC class I binding affinity with 185,985 pairs from IEDB/IMGT. Regression. Given a peptide amino acid sequence and an MHC pseudo amino acid sequence, predict their binding affinity value. This is MHC class I binding data. (1) The peptide sequence is AIKCVDIVK. The MHC is HLA-A01:01 with pseudo-sequence HLA-A01:01. The binding affinity (normalized) is 0.0847. (2) The peptide sequence is ITNILGGVL. The MHC is HLA-A02:03 with pseudo-sequence HLA-A02:03. The binding affinity (normalized) is 0.279. (3) The peptide sequence is SAYTALFSGV. The MHC is HLA-A68:02 with pseudo-sequence HLA-A68:02. The binding affinity (normalized) is 0.795. (4) The binding affinity (normalized) is 0. The MHC is HLA-B18:01 with pseudo-sequence HLA-B18:01. The peptide sequence is RELLKSLSGL. (5) The peptide sequence is MFWKLPPWL. The MHC is HLA-A26:01 with pseudo-sequence HLA-A26:01. The binding affinity (normalized) is 0.0847. (6) The peptide sequence is ELPVKTDIV. The MHC is HLA-A02:03 with pseudo-sequence HLA-A02:03. The binding affinity (normalized) is 0.169.